Predict which catalyst facilitates the given reaction. From a dataset of Catalyst prediction with 721,799 reactions and 888 catalyst types from USPTO. (1) Reactant: [CH3:1][O:2][C:3]([NH:5][C@@H:6]([CH:10]([CH3:12])[CH3:11])[C:7]([OH:9])=[O:8])=[O:4].CN(C(ON1N=NC2C=CC=NC1=2)=[N+](C)C)C.F[P-](F)(F)(F)(F)F.C(Cl)Cl.O=C(C1C=CC=CC=1)C[O:43][C:44](=[O:72])[C@H:45](O)[CH2:46][N:47]([CH2:57][C:58]1[CH:63]=[CH:62][C:61]([C:64]2[CH:69]=[CH:68][CH:67]=[C:66]([Cl:70])[CH:65]=2)=[CH:60][CH:59]=1)[NH:48][C:49]([C:51]1[O:55][N:54]=[C:53]([OH:56])[CH:52]=1)=[O:50].CCN(C(C)C)C(C)C.CC(O)=O. Product: [C:44]([C@H:45]([O:8][C:7](=[O:9])[C@@H:6]([NH:5][C:3]([O:2][CH3:1])=[O:4])[CH:10]([CH3:12])[CH3:11])[CH2:46][N:47]([CH2:57][C:58]1[CH:63]=[CH:62][C:61]([C:64]2[CH:69]=[CH:68][CH:67]=[C:66]([Cl:70])[CH:65]=2)=[CH:60][CH:59]=1)[NH:48][C:49]([C:51]1[O:55][N:54]=[C:53]([OH:56])[CH:52]=1)=[O:50])([OH:72])=[O:43]. The catalyst class is: 401. (2) Reactant: [F:1][C:2]1[C:3](I)=[C:4]([C:8]([N:10]2[C@@H:14]3[CH2:15][CH2:16][C@H:11]2[C@H:12]([NH:17][C:18]2[CH:23]=[N:22][C:21]([C:24]([F:27])([F:26])[F:25])=[CH:20][N:19]=2)[CH2:13]3)=[O:9])[CH:5]=[CH:6][CH:7]=1.C([Sn](CCCC)(CCCC)[C:34]1[O:35][CH:36]=[CH:37][N:38]=1)CCC. Product: [F:1][C:2]1[C:3]([C:34]2[O:35][CH:36]=[CH:37][N:38]=2)=[C:4]([C:8]([N:10]2[C@@H:14]3[CH2:15][CH2:16][C@H:11]2[C@H:12]([NH:17][C:18]2[CH:23]=[N:22][C:21]([C:24]([F:27])([F:26])[F:25])=[CH:20][N:19]=2)[CH2:13]3)=[O:9])[CH:5]=[CH:6][CH:7]=1. The catalyst class is: 57. (3) Reactant: [Cl:1][C:2]1[N:7]=[C:6](Cl)[CH:5]=[CH:4][N:3]=1.[N:9]1([C:15]([O:17][C:18]([CH3:21])([CH3:20])[CH3:19])=[O:16])[CH2:14][CH2:13][NH:12][CH2:11][CH2:10]1.C(N(CC)CC)C.O. Product: [Cl:1][C:2]1[N:7]=[C:6]([N:12]2[CH2:11][CH2:10][N:9]([C:15]([O:17][C:18]([CH3:21])([CH3:20])[CH3:19])=[O:16])[CH2:14][CH2:13]2)[CH:5]=[CH:4][N:3]=1. The catalyst class is: 217. (4) Reactant: C(O[C:6](=O)[NH:7][CH:8]1[CH2:13][CH2:12][CH:11]([NH2:14])[CH2:10][CH2:9]1)(C)(C)C.[H-].[Al+3].[Li+].[H-].[H-].[H-].C1COCC1.[OH-].[Na+]. The catalyst class is: 6. Product: [CH3:6][NH:7][CH:8]1[CH2:13][CH2:12][CH:11]([NH2:14])[CH2:10][CH2:9]1.